Dataset: Forward reaction prediction with 1.9M reactions from USPTO patents (1976-2016). Task: Predict the product of the given reaction. Given the reactants C[Si]([N-][Si](C)(C)C)(C)C.[Na+].[CH3:11][O:12][C:13]([CH2:15]P(OC)(OC)=O)=[O:14].[C:22]([O:26][C:27]([N:29]1[CH2:34][CH2:33][NH:32][C:31]([CH2:37][C:38]2[CH:43]=[CH:42][CH:41]=[CH:40][CH:39]=2)([CH:35]=O)[CH2:30]1)=[O:28])([CH3:25])([CH3:24])[CH3:23].C(OC(N1CCNC(CC2C=CC(F)=CC=2F)(C=O)C1)=O)(C)(C)C, predict the reaction product. The product is: [C:22]([O:26][C:27]([N:29]1[CH2:34][CH2:33][NH:32][C:31]([CH2:37][C:38]2[CH:39]=[CH:40][CH:41]=[CH:42][CH:43]=2)([CH:35]=[CH:15][C:13]([O:12][CH3:11])=[O:14])[CH2:30]1)=[O:28])([CH3:23])([CH3:24])[CH3:25].